Dataset: Reaction yield outcomes from USPTO patents with 853,638 reactions. Task: Predict the reaction yield, written as a fraction of the theoretical maximum amount of product (1.0 means a 100% yield; for example, 0.34 means a 34% yield). (1) The reactants are [CH3:1][C:2]1[C:6]([C:7]2[C:17]3[O:16][CH2:15][CH2:14][N:13](C(OC(C)(C)C)=O)[CH2:12][C:11]=3[CH:10]=[CH:9][CH:8]=2)=[C:5]([CH3:25])[O:4][N:3]=1.C(OCC)(=O)C.[ClH:32]. The catalyst is C(OCC)(=O)C. The product is [ClH:32].[CH3:1][C:2]1[C:6]([C:7]2[C:17]3[O:16][CH2:15][CH2:14][NH:13][CH2:12][C:11]=3[CH:10]=[CH:9][CH:8]=2)=[C:5]([CH3:25])[O:4][N:3]=1. The yield is 0.690. (2) The reactants are [CH2:1]([N:3]1[C:11]2[CH:10]=[C:9]([F:12])[CH:8]=[C:7]([OH:13])[C:6]=2[C:5]([CH2:14][CH2:15][N:16]2[CH2:24][C:23]3[C:18](=CC=CC=3)C2)=[CH:4]1)[CH3:2].C(N1CCCC(C2C3C(=CC(F)=CC=3OCC3C=CC=CC=3)N(CC)C=2)=C1)C1C=CC=CC=1. No catalyst specified. The product is [CH2:1]([N:3]1[C:11]2[CH:10]=[C:9]([F:12])[CH:8]=[C:7]([OH:13])[C:6]=2[C:5]([CH:14]2[CH2:18][CH2:23][CH2:24][NH:16][CH2:15]2)=[CH:4]1)[CH3:2]. The yield is 0.590. (3) The reactants are C[O:2][C:3](=[O:42])[C:4]1[CH:9]=[CH:8][CH:7]=[C:6]([CH2:10][NH:11][CH:12]2[CH2:17][CH2:16][CH:15]([CH2:18][NH:19][C:20]3[C:25]([N+:26]([O-:28])=[O:27])=[CH:24][N:23]=[C:22]([NH:29][CH2:30][C:31]4[CH:36]=[CH:35][CH:34]=[CH:33][C:32]=4[O:37][C:38]([F:41])([F:40])[F:39])[N:21]=3)[CH2:14][CH2:13]2)[CH:5]=1.[Li+].[OH-]. The catalyst is O.CO. The product is [N+:26]([C:25]1[C:20]([NH:19][CH2:18][C@H:15]2[CH2:16][CH2:17][C@H:12]([NH:11][CH2:10][C:6]3[CH:5]=[C:4]([CH:9]=[CH:8][CH:7]=3)[C:3]([OH:42])=[O:2])[CH2:13][CH2:14]2)=[N:21][C:22]([NH:29][CH2:30][C:31]2[CH:36]=[CH:35][CH:34]=[CH:33][C:32]=2[O:37][C:38]([F:41])([F:40])[F:39])=[N:23][CH:24]=1)([O-:28])=[O:27]. The yield is 0.300. (4) The reactants are C1(C2C=CC=CC=2N[N:10]=[N:11][NH:12][C:13]2[CH:18]=[CH:17][CH:16]=[CH:15][CH:14]=2)C=CC=CC=1.C(O)(=O)C.C(O)(=O)C.C(O)(=O)C.I[C:36]1[CH:41]=[CH:40][CH:39]=[CH:38][CH:37]=1.ClCCl. The catalyst is O. The product is [C:36]1([N:11]2[N:10]=[C:18]3[CH:17]=[CH:16][CH:15]=[CH:14][C:13]3=[N:12]2)[CH:41]=[CH:40][CH:39]=[CH:38][CH:37]=1. The yield is 0.340.